From a dataset of NCI-60 drug combinations with 297,098 pairs across 59 cell lines. Regression. Given two drug SMILES strings and cell line genomic features, predict the synergy score measuring deviation from expected non-interaction effect. (1) Drug 1: CNC(=O)C1=CC=CC=C1SC2=CC3=C(C=C2)C(=NN3)C=CC4=CC=CC=N4. Drug 2: C(=O)(N)NO. Cell line: LOX IMVI. Synergy scores: CSS=2.14, Synergy_ZIP=-1.24, Synergy_Bliss=-2.19, Synergy_Loewe=0.348, Synergy_HSA=-1.39. (2) Drug 1: CC1=C(C=C(C=C1)NC(=O)C2=CC=C(C=C2)CN3CCN(CC3)C)NC4=NC=CC(=N4)C5=CN=CC=C5. Drug 2: C(=O)(N)NO. Cell line: T-47D. Synergy scores: CSS=-1.38, Synergy_ZIP=3.21, Synergy_Bliss=4.71, Synergy_Loewe=-6.51, Synergy_HSA=-3.06. (3) Drug 1: CC1=C2C(C(=O)C3(C(CC4C(C3C(C(C2(C)C)(CC1OC(=O)C(C(C5=CC=CC=C5)NC(=O)OC(C)(C)C)O)O)OC(=O)C6=CC=CC=C6)(CO4)OC(=O)C)O)C)O. Drug 2: CS(=O)(=O)CCNCC1=CC=C(O1)C2=CC3=C(C=C2)N=CN=C3NC4=CC(=C(C=C4)OCC5=CC(=CC=C5)F)Cl. Cell line: UACC-257. Synergy scores: CSS=10.3, Synergy_ZIP=0.806, Synergy_Bliss=4.61, Synergy_Loewe=5.71, Synergy_HSA=6.13. (4) Drug 1: CC=C1C(=O)NC(C(=O)OC2CC(=O)NC(C(=O)NC(CSSCCC=C2)C(=O)N1)C(C)C)C(C)C. Drug 2: CCC1(CC2CC(C3=C(CCN(C2)C1)C4=CC=CC=C4N3)(C5=C(C=C6C(=C5)C78CCN9C7C(C=CC9)(C(C(C8N6C)(C(=O)OC)O)OC(=O)C)CC)OC)C(=O)OC)O.OS(=O)(=O)O. Cell line: A549. Synergy scores: CSS=5.38, Synergy_ZIP=-7.35, Synergy_Bliss=-0.985, Synergy_Loewe=-3.98, Synergy_HSA=-1.30.